Task: Regression/Classification. Given a drug SMILES string, predict its absorption, distribution, metabolism, or excretion properties. Task type varies by dataset: regression for continuous measurements (e.g., permeability, clearance, half-life) or binary classification for categorical outcomes (e.g., BBB penetration, CYP inhibition). Dataset: cyp2c9_veith.. Dataset: CYP2C9 inhibition data for predicting drug metabolism from PubChem BioAssay The drug is CN(C)C(=O)/N=N\C(=O)N(C)C. The result is 0 (non-inhibitor).